Predict the reaction yield, written as a fraction of the theoretical maximum amount of product (1.0 means a 100% yield; for example, 0.34 means a 34% yield). From a dataset of Reaction yield outcomes from USPTO patents with 853,638 reactions. (1) The reactants are [F:1][C:2]1[C:7]([I:8])=[CH:6][C:5]([OH:9])=[C:4]([O:10][CH3:11])[CH:3]=1.[CH2:12](I)[CH3:13].C([O-])([O-])=O.[K+].[K+]. The catalyst is CN(C=O)C.C(OCC)C. The product is [CH2:12]([O:9][C:5]1[CH:6]=[C:7]([I:8])[C:2]([F:1])=[CH:3][C:4]=1[O:10][CH3:11])[CH3:13]. The yield is 0.850. (2) The reactants are [CH3:1][O:2][C:3]1[C:8]2[O:9][CH2:10][O:11][C:7]=2[CH:6]=[C:5]([CH2:12]O)[CH:4]=1.C([O-])(O)=O.[Na+].O=S(Cl)[Cl:21]. No catalyst specified. The product is [Cl:21][CH2:12][C:5]1[CH:4]=[C:3]([O:2][CH3:1])[C:8]2[O:9][CH2:10][O:11][C:7]=2[CH:6]=1. The yield is 0.940. (3) The yield is 0.650. The reactants are [Cl:1][C:2]1[N:7]=[CH:6][C:5]([N:8]([CH3:23])[C:9](=[O:22])[C:10]([C:13]2[CH:18]=[C:17]([O:19]C)[CH:16]=[C:15]([Cl:21])[CH:14]=2)([CH3:12])[CH3:11])=[C:4]([C:24]2[CH:29]=[CH:28][CH:27]=[CH:26][C:25]=2[Cl:30])[CH:3]=1.C(Cl)Cl. The catalyst is O. The product is [Cl:1][C:2]1[N:7]=[CH:6][C:5]([N:8]([CH3:23])[C:9](=[O:22])[C:10]([C:13]2[CH:18]=[C:17]([OH:19])[CH:16]=[C:15]([Cl:21])[CH:14]=2)([CH3:11])[CH3:12])=[C:4]([C:24]2[CH:29]=[CH:28][CH:27]=[CH:26][C:25]=2[Cl:30])[CH:3]=1. (4) The yield is 0.730. The reactants are [Cl:1][C:2]1[CH:11]=[CH:10][C:9]([OH:12])=[C:8]2[C:3]=1[CH:4]=[CH:5][CH:6]=[N:7]2.[CH2:13]=O.[NH:15]1[CH2:20][CH2:19][O:18][CH2:17][CH2:16]1. The product is [Cl:1][C:2]1[CH:11]=[C:10]([CH2:13][N:15]2[CH2:20][CH2:19][O:18][CH2:17][CH2:16]2)[C:9]([OH:12])=[C:8]2[C:3]=1[CH:4]=[CH:5][CH:6]=[N:7]2. The catalyst is C(O)C. (5) The reactants are [NH2:1][C:2]1[CH:12]=[CH:11][C:5]2[N:6]=[C:7]([C:9]#[N:10])[S:8][C:4]=2[CH:3]=1.[C:13]1(=[O:19])[O:18][C:16](=[O:17])[CH2:15][CH2:14]1. The catalyst is C1COCC1. The product is [C:9]([C:7]1[S:8][C:4]2[CH:3]=[C:2]([NH:1][C:13](=[O:19])[CH2:14][CH2:15][C:16]([OH:18])=[O:17])[CH:12]=[CH:11][C:5]=2[N:6]=1)#[N:10]. The yield is 0.990. (6) The reactants are [NH:1]1[CH2:4][CH:3]([CH2:5][O:6][C:7]2[CH:12]=[CH:11][C:10]([C:13]3([C:19]#[N:20])[CH2:18][CH2:17][O:16][CH2:15][CH2:14]3)=[CH:9][CH:8]=2)[CH2:2]1.[C:21]1(=O)[CH2:24][CH2:23][CH2:22]1.C(O)(=O)C.C(O[BH-](OC(=O)C)OC(=O)C)(=O)C.[Na+]. The catalyst is C1COCC1.C(=O)([O-])[O-].[Na+].[Na+]. The product is [CH:21]1([N:1]2[CH2:4][CH:3]([CH2:5][O:6][C:7]3[CH:8]=[CH:9][C:10]([C:13]4([C:19]#[N:20])[CH2:18][CH2:17][O:16][CH2:15][CH2:14]4)=[CH:11][CH:12]=3)[CH2:2]2)[CH2:24][CH2:23][CH2:22]1. The yield is 0.810. (7) The catalyst is C(OCC)(=O)C.Cl.O1CCOCC1. The reactants are [NH2:1][CH2:2][C@@H:3]1[O:7][C:6](=[O:8])[N:5]([C:9]2[CH:10]=[CH:11][C:12]3[CH2:18][CH2:17][CH2:16][C:15](=[O:19])[CH2:14][C:13]=3[CH:20]=2)[CH2:4]1.[C:21](OC(=O)C)(=[O:23])[CH3:22].N1C=CC=CC=1.ClCCl. The yield is 0.710. The product is [O:8]=[C:6]1[N:5]([C:9]2[CH:10]=[CH:11][C:12]3[CH2:18][CH2:17][CH2:16][C:15](=[O:19])[CH2:14][C:13]=3[CH:20]=2)[CH2:4][C@H:3]([CH2:2][NH:1][C:21](=[O:23])[CH3:22])[O:7]1.